Dataset: Catalyst prediction with 721,799 reactions and 888 catalyst types from USPTO. Task: Predict which catalyst facilitates the given reaction. (1) Reactant: [CH3:1][O:2][C:3]1C=[C:5]2[C:10](=[CH:11][CH:12]=1)[N:9]=[CH:8][CH:7]=[C:6]2[N:13]1[CH2:18][CH2:17][N:16]([CH2:19][CH2:20][NH2:21])[CH2:15][CH2:14]1.C1C=CC2N(O)N=[N:28]C=2C=1.C(Cl)CCl.C(N(C(C)C)CC)(C)C.[O:45]=[C:46]1[CH2:51][S:50][C:49]2[CH:52]=[CH:53][C:54]([C:56]([OH:58])=O)=[N:55][C:48]=2[NH:47]1. Product: [CH3:1][O:2][C:3]1[N:28]=[C:5]2[C:10](=[CH:11][CH:12]=1)[N:9]=[CH:8][CH:7]=[C:6]2[N:13]1[CH2:14][CH2:15][N:16]([CH2:19][CH2:20][NH:21][C:56]([C:54]2[CH:53]=[CH:52][C:49]3[S:50][CH2:51][C:46](=[O:45])[NH:47][C:48]=3[N:55]=2)=[O:58])[CH2:17][CH2:18]1. The catalyst class is: 3. (2) Reactant: [Br:1][C:2]1[C:7]2[O:8][CH2:9][CH2:10][NH:11][C:6]=2[CH:5]=[C:4]([C:12]([F:15])([F:14])[F:13])[CH:3]=1.[CH:16]1([C:19](Cl)=[O:20])[CH2:18][CH2:17]1.C(N(CC)CC)C.O. Product: [Br:1][C:2]1[C:7]2[O:8][CH2:9][CH2:10][N:11]([C:19]([CH:16]3[CH2:18][CH2:17]3)=[O:20])[C:6]=2[CH:5]=[C:4]([C:12]([F:15])([F:14])[F:13])[CH:3]=1. The catalyst class is: 1. (3) Reactant: [C:1]([O:4][C:5]1[CH:6]=[CH:7][C:8]2[C:12]([O:13][C:14]3[CH:19]=[CH:18][C:17](/[CH:20]=[CH:21]/[C:22]([O:24]C(C)(C)C)=[O:23])=[CH:16][CH:15]=3)=[C:11]([C:29]3[CH:34]=[CH:33][CH:32]=[CH:31][C:30]=3[CH:35]([CH3:37])[CH3:36])[S:10][C:9]=2[CH:38]=1)(=[O:3])[CH3:2].C(O)(C(F)(F)F)=O. Product: [C:1]([O:4][C:5]1[CH:6]=[CH:7][C:8]2[C:12]([O:13][C:14]3[CH:15]=[CH:16][C:17](/[CH:20]=[CH:21]/[C:22]([OH:24])=[O:23])=[CH:18][CH:19]=3)=[C:11]([C:29]3[CH:34]=[CH:33][CH:32]=[CH:31][C:30]=3[CH:35]([CH3:36])[CH3:37])[S:10][C:9]=2[CH:38]=1)(=[O:3])[CH3:2]. The catalyst class is: 61.